Dataset: Retrosynthesis with 50K atom-mapped reactions and 10 reaction types from USPTO. Task: Predict the reactants needed to synthesize the given product. Given the product CN(C)c1ccc([C@H]2CN(c3nc(-c4ccncc4F)cc(=O)n3C)CCO2)cc1, predict the reactants needed to synthesize it. The reactants are: CN(C)c1ccc([C@H]2CNCCO2)cc1.Cn1c(Cl)nc(-c2ccncc2F)cc1=O.